From a dataset of Reaction yield outcomes from USPTO patents with 853,638 reactions. Predict the reaction yield, written as a fraction of the theoretical maximum amount of product (1.0 means a 100% yield; for example, 0.34 means a 34% yield). (1) The reactants are [Br:1][C:2]1[CH:7]=[CH:6][C:5]([NH:8][C:9](=[O:40])[CH:10]([N:19]2[C:23](=[O:24])[CH:22]([C:25]3[CH:30]=[CH:29][C:28]([O:31][CH2:32][CH2:33][O:34]C(C)(C)C)=[CH:27][CH:26]=3)[NH:21][C:20]2=[O:39])[CH:11]([C:13]2[CH:18]=[CH:17][CH:16]=[CH:15][CH:14]=2)[CH3:12])=[C:4]([Cl:41])[CH:3]=1.C(#N)C.C[Si](Cl)(C)C.[I-].[Na+]. The catalyst is ClCCl.C(OCC)(=O)C. The product is [Br:1][C:2]1[CH:7]=[CH:6][C:5]([NH:8][C:9](=[O:40])[CH:10]([N:19]2[C:23](=[O:24])[CH:22]([C:25]3[CH:26]=[CH:27][C:28]([O:31][CH2:32][CH2:33][OH:34])=[CH:29][CH:30]=3)[NH:21][C:20]2=[O:39])[CH:11]([C:13]2[CH:14]=[CH:15][CH:16]=[CH:17][CH:18]=2)[CH3:12])=[C:4]([Cl:41])[CH:3]=1. The yield is 0.760. (2) The reactants are Cl.[F:2][C:3]1[CH:8]=[CH:7][C:6]([CH:9]([C:17]2[CH:22]=[CH:21][C:20]([F:23])=[CH:19][CH:18]=2)[CH:10]2[C:15](=[O:16])[CH2:14][CH2:13][NH:12][CH2:11]2)=[CH:5][CH:4]=1.[N+:24]([C:27]1[CH:34]=[CH:33][CH:32]=[CH:31][C:28]=1[CH2:29]Br)([O-:26])=[O:25].C(=O)([O-])[O-].[K+].[K+]. The catalyst is CN(C)C=O. The product is [F:2][C:3]1[CH:8]=[CH:7][C:6]([CH:9]([C:17]2[CH:18]=[CH:19][C:20]([F:23])=[CH:21][CH:22]=2)[CH:10]2[C:15](=[O:16])[CH2:14][CH2:13][N:12]([CH2:29][C:28]3[CH:31]=[CH:32][CH:33]=[CH:34][C:27]=3[N+:24]([O-:26])=[O:25])[CH2:11]2)=[CH:5][CH:4]=1. The yield is 0.820. (3) The reactants are ClC1C=CC=C(C(OO)=[O:9])C=1.[C:12]1([CH2:18][CH2:19][CH:20]=[CH2:21])[CH:17]=[CH:16][CH:15]=[CH:14][CH:13]=1. The catalyst is C(Cl)(Cl)Cl. The product is [O:9]1[CH2:21][CH:20]1[CH2:19][CH2:18][C:12]1[CH:17]=[CH:16][CH:15]=[CH:14][CH:13]=1. The yield is 1.00. (4) The reactants are [NH:1]1[CH2:4][CH2:3][CH:2]1[C:5]([O:7][CH2:8][C:9]1[CH:14]=[CH:13][CH:12]=[CH:11][CH:10]=1)=[O:6].C(=O)([O-])[O-].[K+].[K+].Cl[C:22]([O:24][CH2:25][C:26]1[CH:31]=[CH:30][CH:29]=[CH:28][CH:27]=1)=[O:23]. The catalyst is O1CCOCC1.O.N1CCNCC1. The product is [N:1]1([C:22]([O:24][CH2:25][C:26]2[CH:31]=[CH:30][CH:29]=[CH:28][CH:27]=2)=[O:23])[CH2:4][CH2:3][CH:2]1[C:5]([O:7][CH2:8][C:9]1[CH:14]=[CH:13][CH:12]=[CH:11][CH:10]=1)=[O:6]. The yield is 0.960. (5) The reactants are Cl.[NH:2]1[CH2:7][CH2:6][CH2:5][C@H:4]([C:8]([NH2:10])=[O:9])[CH2:3]1.C(N(CC)CC)C.[F:18][C:19]1[CH:27]=[CH:26][C:22]([C:23](Cl)=[O:24])=[CH:21][CH:20]=1.[OH-].[Na+]. The catalyst is ClCCl. The product is [F:18][C:19]1[CH:27]=[CH:26][C:22]([C:23]([N:2]2[CH2:7][CH2:6][CH2:5][C@H:4]([C:8]([NH2:10])=[O:9])[CH2:3]2)=[O:24])=[CH:21][CH:20]=1. The yield is 0.100.